Dataset: Reaction yield outcomes from USPTO patents with 853,638 reactions. Task: Predict the reaction yield, written as a fraction of the theoretical maximum amount of product (1.0 means a 100% yield; for example, 0.34 means a 34% yield). The catalyst is O. The product is [F:1][CH:2]([F:12])[O:3][CH:4]1[CH2:9][CH2:8][NH:7][CH2:6][CH2:5]1. The yield is 0.483. The reactants are [F:1][CH:2]([F:12])[O:3][CH:4]1[CH2:9][CH2:8][N:7](C=O)[CH2:6][CH2:5]1.[OH-].[K+].